This data is from Forward reaction prediction with 1.9M reactions from USPTO patents (1976-2016). The task is: Predict the product of the given reaction. (1) Given the reactants [F:1][C:2]([F:16])([F:15])[C:3]1[CH:8]=[CH:7][CH:6]=[CH:5][C:4]=1[CH2:9][CH2:10][NH:11][C:12](=O)[CH3:13].O=P12OP3(OP(OP(O3)(O1)=O)(=O)O2)=O, predict the reaction product. The product is: [CH3:13][C:12]1[C:5]2[C:4](=[C:3]([C:2]([F:16])([F:15])[F:1])[CH:8]=[CH:7][CH:6]=2)[CH2:9][CH2:10][N:11]=1. (2) Given the reactants Cl[C:2]([O:4][C:5]1[CH:10]=[CH:9][CH:8]=[CH:7][CH:6]=1)=[O:3].[I:11][C:12]1[CH:13]=[N:14][NH:15][CH:16]=1.O, predict the reaction product. The product is: [I:11][C:12]1[CH:13]=[N:14][N:15]([C:2]([O:4][C:5]2[CH:10]=[CH:9][CH:8]=[CH:7][CH:6]=2)=[O:3])[CH:16]=1. (3) Given the reactants C(OC([N:8]1[CH2:12][CH2:11][C:10](=O)[CH2:9]1)=O)(C)(C)C.[C-]#N.[K+].[C:17](=[O:20])([O-])[O-].[NH4+:21].[NH4+:22].[CH2:23]([OH:25])C, predict the reaction product. The product is: [CH2:11]1[C:10]2([NH:22][C:23](=[O:25])[NH:21][C:17]2=[O:20])[CH2:9][NH:8][CH2:12]1. (4) Given the reactants C([N:8]1[CH:13]2[CH2:14][CH2:15][CH:9]1[CH2:10][N:11]([C:16]1[CH:21]=[CH:20][C:19]([F:22])=[CH:18][CH:17]=1)[CH2:12]2)C1C=CC=CC=1, predict the reaction product. The product is: [F:22][C:19]1[CH:20]=[CH:21][C:16]([N:11]2[CH2:10][C@H:9]3[NH:8][C@H:13]([CH2:14][CH2:15]3)[CH2:12]2)=[CH:17][CH:18]=1. (5) Given the reactants [Si:1]([O:18][C:19]1[CH:20]=[C:21]([C:25]([C:27]2[C:35]3[C:30](=[CH:31][CH:32]=[CH:33][CH:34]=3)[NH:29][N:28]=2)=[O:26])[CH:22]=[CH:23][CH:24]=1)([C:14]([CH3:17])([CH3:16])[CH3:15])([C:8]1[CH:13]=[CH:12][CH:11]=[CH:10][CH:9]=1)[C:2]1[CH:7]=[CH:6][CH:5]=[CH:4][CH:3]=1.[H-].[Na+].I[CH2:39][CH:40]([CH3:42])[CH3:41].CCCCCC.C(OCC)(=O)C, predict the reaction product. The product is: [C:14]([Si:1]([C:8]1[CH:13]=[CH:12][CH:11]=[CH:10][CH:9]=1)([C:2]1[CH:7]=[CH:6][CH:5]=[CH:4][CH:3]=1)[O:18][C:19]1[CH:20]=[C:21]([C:25]([C:27]2[C:35]3[C:30](=[CH:31][CH:32]=[CH:33][CH:34]=3)[N:29]([CH2:39][CH:40]([CH3:42])[CH3:41])[N:28]=2)=[O:26])[CH:22]=[CH:23][CH:24]=1)([CH3:16])([CH3:17])[CH3:15]. (6) Given the reactants FC(F)(F)C(O)=O.[C:8]([C:12]1[CH:60]=[CH:59][C:15]2[NH:16][C:17]([CH2:19][CH2:20][CH:21]3[CH2:24][CH:23]([N:25]([CH2:27][C@@H:28]4[C@H:32]5[O:33]C(C)(C)[O:35][C@H:31]5[C@H:30]([N:38]5[C:42]6[N:43]=[CH:44][N:45]=[C:46]([NH:47]CC7C=CC(OC)=CC=7OC)[C:41]=6[CH:40]=[CH:39]5)[CH2:29]4)[CH3:26])[CH2:22]3)=[N:18][C:14]=2[CH:13]=1)([CH3:11])([CH3:10])[CH3:9].C([SiH](CC)CC)C, predict the reaction product. The product is: [NH2:47][C:46]1[C:41]2[CH:40]=[CH:39][N:38]([C@@H:30]3[CH2:29][C@H:28]([CH2:27][N:25]([CH:23]4[CH2:22][CH:21]([CH2:20][CH2:19][C:17]5[NH:16][C:15]6[CH:59]=[CH:60][C:12]([C:8]([CH3:9])([CH3:10])[CH3:11])=[CH:13][C:14]=6[N:18]=5)[CH2:24]4)[CH3:26])[C@@H:32]([OH:33])[C@H:31]3[OH:35])[C:42]=2[N:43]=[CH:44][N:45]=1. (7) The product is: [CH3:26][N:25]1[C:21]([C:10]2[CH:11]=[C:12]([C:15]3[CH:16]=[CH:17][CH:18]=[CH:19][CH:20]=3)[CH:13]=[CH:14][C:9]=2[OH:8])=[CH:22][CH:23]=[N:24]1. Given the reactants C([O:8][C:9]1[CH:14]=[CH:13][C:12]([C:15]2[CH:20]=[CH:19][CH:18]=[CH:17][CH:16]=2)=[CH:11][C:10]=1[C:21]1[N:25]([CH3:26])[N:24]=[CH:23][CH:22]=1)C1C=CC=CC=1, predict the reaction product. (8) The product is: [NH2:23][C:19]1[CH:18]=[CH:17][CH:16]=[C:15]2[C:20]=1[CH:21]=[CH:22][N:13]([CH:8]([C:5]1[CH:4]=[CH:3][C:2]([Cl:1])=[CH:7][CH:6]=1)[C:9]([O:11][CH3:12])=[O:10])[C:14]2=[O:26]. Given the reactants [Cl:1][C:2]1[CH:7]=[CH:6][C:5]([CH:8]([N:13]2[CH:22]=[CH:21][C:20]3[C:15](=[CH:16][CH:17]=[CH:18][C:19]=3[N+:23]([O-])=O)[C:14]2=[O:26])[C:9]([O:11][CH3:12])=[O:10])=[CH:4][CH:3]=1.[Cl-].[NH4+].O, predict the reaction product.